Dataset: Full USPTO retrosynthesis dataset with 1.9M reactions from patents (1976-2016). Task: Predict the reactants needed to synthesize the given product. (1) Given the product [C:1]([O:4][C@@H:5]1[C@@H:13]([C@@:14]2([CH3:41])[CH2:19][CH2:18][C@H:17]([O:20][Si:21]([C:34]([CH3:35])([CH3:36])[CH3:37])([C:28]3[CH:29]=[CH:30][CH:31]=[CH:32][CH:33]=3)[C:22]3[CH:23]=[CH:24][CH:25]=[CH:26][CH:27]=3)[CH2:16][C@@H:15]2[CH2:38][CH2:39][O:40][S:45]([CH3:44])(=[O:47])=[O:46])[CH2:12][CH2:11][C@@:10]2([CH3:42])[C@H:6]1[CH2:7][CH2:8][C:9]2=[CH2:43])(=[O:3])[CH3:2], predict the reactants needed to synthesize it. The reactants are: [C:1]([O:4][C@@H:5]1[C@@H:13]([C@@:14]2([CH3:41])[CH2:19][CH2:18][C@H:17]([O:20][Si:21]([C:34]([CH3:37])([CH3:36])[CH3:35])([C:28]3[CH:33]=[CH:32][CH:31]=[CH:30][CH:29]=3)[C:22]3[CH:27]=[CH:26][CH:25]=[CH:24][CH:23]=3)[CH2:16][C@@H:15]2[CH2:38][CH2:39][OH:40])[CH2:12][CH2:11][C@@:10]2([CH3:42])[C@H:6]1[CH2:7][CH2:8][C:9]2=[CH2:43])(=[O:3])[CH3:2].[CH3:44][S:45](Cl)(=[O:47])=[O:46]. (2) Given the product [F:29][CH:2]([F:1])[O:3][C:4]1[CH:9]=[CH:8][C:7]([C@@H:10]([N:12]2[CH2:17][CH2:16][C@:15]([CH2:24][C:25]([OH:27])([CH3:30])[CH3:26])([C:18]3[CH:19]=[CH:20][CH:21]=[CH:22][CH:23]=3)[O:14][C:13]2=[O:28])[CH3:11])=[CH:6][CH:5]=1, predict the reactants needed to synthesize it. The reactants are: [F:1][CH:2]([F:29])[O:3][C:4]1[CH:9]=[CH:8][C:7]([C@@H:10]([N:12]2[CH2:17][CH2:16][C@:15]([CH2:24][C:25](=[O:27])[CH3:26])([C:18]3[CH:23]=[CH:22][CH:21]=[CH:20][CH:19]=3)[O:14][C:13]2=[O:28])[CH3:11])=[CH:6][CH:5]=1.[CH3:30][Mg]Br. (3) Given the product [Cl:8][C:5]1[CH:6]=[CH:7][C:2]2[N:3]([CH:13]=[C:12]([C:11]3[CH:16]=[CH:17][C:18]([Cl:20])=[CH:19][C:10]=3[Cl:9])[N:1]=2)[CH:4]=1, predict the reactants needed to synthesize it. The reactants are: [NH2:1][C:2]1[CH:7]=[CH:6][C:5]([Cl:8])=[CH:4][N:3]=1.[Cl:9][C:10]1[CH:19]=[C:18]([Cl:20])[CH:17]=[CH:16][C:11]=1[C:12](=O)[CH2:13]Cl.[OH-].[Na+]. (4) Given the product [CH3:14][O:13][C:10]1[CH:11]=[C:12]2[C:7](=[CH:8][C:9]=1[CH3:15])[NH:6][C:4](=[O:5])[C:3]2=[O:18], predict the reactants needed to synthesize it. The reactants are: ON=[CH:3][C:4]([NH:6][C:7]1[CH:12]=[CH:11][C:10]([O:13][CH3:14])=[C:9]([CH3:15])[CH:8]=1)=[O:5].CS(O)(=O)=[O:18]. (5) Given the product [OH:2][C:3]1[CH:4]=[CH:5][C:6]([C:9]2[N:10]([CH3:24])[C:11](=[O:23])[N:12]([CH3:22])[C:13]=2[C:14]2[CH:19]=[CH:18][C:17]([O:20][CH3:21])=[CH:16][CH:15]=2)=[CH:7][CH:8]=1, predict the reactants needed to synthesize it. The reactants are: C[O:2][C:3]1[CH:8]=[CH:7][C:6]([C:9]2[N:10]([CH3:24])[C:11](=[O:23])[N:12]([CH3:22])[C:13]=2[C:14]2[CH:19]=[CH:18][C:17]([O:20][CH3:21])=[CH:16][CH:15]=2)=[CH:5][CH:4]=1.B(Br)(Br)Br. (6) The reactants are: [Br:1][C:2]1[CH:14]=[CH:13][C:5]([O:6][CH2:7][C:8]([CH3:12])([OH:11])[CH2:9][OH:10])=[CH:4][CH:3]=1.[CH3:15][C:16]([CH3:18])=O.O1CCCC1.C(=O)([O-])[O-].[Na+].[Na+]. Given the product [Br:1][C:2]1[CH:3]=[CH:4][C:5]([O:6][CH2:7][C:8]2([CH3:12])[CH2:9][O:10][C:16]([CH3:18])([CH3:15])[O:11]2)=[CH:13][CH:14]=1, predict the reactants needed to synthesize it. (7) Given the product [F:9][C:2]([F:1])([CH3:8])/[CH:3]=[CH:4]/[C:5]([N:28]1[CH2:29][CH2:30][CH2:31][C@@H:26]([NH:25][C:21]2[CH:20]=[C:19]([CH3:18])[CH:24]=[CH:23][N:22]=2)[CH2:27]1)=[O:7], predict the reactants needed to synthesize it. The reactants are: [F:1][C:2]([F:9])([CH3:8])/[CH:3]=[CH:4]/[C:5]([OH:7])=O.C(Cl)(=O)C(Cl)=O.Cl.Cl.[CH3:18][C:19]1[CH:24]=[CH:23][N:22]=[C:21]([NH:25][C@@H:26]2[CH2:31][CH2:30][CH2:29][NH:28][CH2:27]2)[CH:20]=1.C(N(C(C)C)C(C)C)C. (8) Given the product [N:38]1([C:41]2[C:46]([NH:47][C:55]3[C:64]4[C:59](=[CH:60][C:61]([F:66])=[CH:62][C:63]=4[F:65])[N:58]=[C:57]([C:67]4[CH:72]=[CH:71][C:70]([CH3:73])=[CH:69][N:68]=4)[C:56]=3[CH3:74])=[CH:45][C:44]([N:48]3[CH2:49][CH2:50][O:51][CH2:52][CH2:53]3)=[CH:43][N:42]=2)[CH2:39][CH2:40][O:35][CH2:36][CH2:37]1, predict the reactants needed to synthesize it. The reactants are: C1(P(C2CCCCC2)C2C=CC=CC=2C2C(C(C)C)=CC(C(C)C)=CC=2C(C)C)CCCCC1.[O:35]1[CH2:40][CH2:39][N:38]([C:41]2[C:46]([NH2:47])=[CH:45][C:44]([N:48]3[CH2:53][CH2:52][O:51][CH2:50][CH2:49]3)=[CH:43][N:42]=2)[CH2:37][CH2:36]1.Cl[C:55]1[C:64]2[C:59](=[CH:60][C:61]([F:66])=[CH:62][C:63]=2[F:65])[N:58]=[C:57]([C:67]2[CH:72]=[CH:71][C:70]([CH3:73])=[CH:69][N:68]=2)[C:56]=1[CH3:74].CC(C)([O-])C.[Na+]. (9) Given the product [C:2]1([CH2:1][CH:22]([C:18]2[N:17]=[C:16]([C:11]3[CH:12]=[CH:13][CH:14]=[CH:15][C:10]=3[CH3:24])[CH:21]=[CH:20][N:19]=2)[NH2:23])[CH:7]=[CH:6][CH:5]=[CH:4][CH:3]=1, predict the reactants needed to synthesize it. The reactants are: [CH2:1]([Mg]Cl)[C:2]1[CH:7]=[CH:6][CH:5]=[CH:4][CH:3]=1.[C:10]1([CH3:24])[CH:15]=[CH:14][CH:13]=[CH:12][C:11]=1[C:16]1[CH:21]=[CH:20][N:19]=[C:18]([C:22]#[N:23])[N:17]=1.CC(O)CC.[BH4-].[Na+].